Dataset: Aqueous solubility values for 9,982 compounds from the AqSolDB database. Task: Regression/Classification. Given a drug SMILES string, predict its absorption, distribution, metabolism, or excretion properties. Task type varies by dataset: regression for continuous measurements (e.g., permeability, clearance, half-life) or binary classification for categorical outcomes (e.g., BBB penetration, CYP inhibition). For this dataset (solubility_aqsoldb), we predict Y. (1) The molecule is c1cc[nH]c1. The Y is -0.173 log mol/L. (2) The drug is OCC1OC(OCCc2cccc3ccccc23)C(O)C(O)C1O. The Y is -1.11 log mol/L. (3) The compound is CCn1cc(C(=O)O)c(=O)c2cc(F)c(N3CCNCC3)cc21. The Y is -2.76 log mol/L. (4) The molecule is CC1c2nc3ccccc3c(=O)n2C(C)CN1C. The Y is -2.09 log mol/L. (5) The compound is Cc1cccnc1. The Y is 1.03 log mol/L. (6) The drug is ClCBr. The Y is -0.889 log mol/L.